Dataset: NCI-60 drug combinations with 297,098 pairs across 59 cell lines. Task: Regression. Given two drug SMILES strings and cell line genomic features, predict the synergy score measuring deviation from expected non-interaction effect. (1) Drug 1: CC1C(C(CC(O1)OC2CC(CC3=C2C(=C4C(=C3O)C(=O)C5=C(C4=O)C(=CC=C5)OC)O)(C(=O)CO)O)N)O.Cl. Drug 2: C1C(C(OC1N2C=NC(=NC2=O)N)CO)O. Cell line: MALME-3M. Synergy scores: CSS=7.83, Synergy_ZIP=4.13, Synergy_Bliss=-1.11, Synergy_Loewe=4.74, Synergy_HSA=-0.141. (2) Drug 1: C1=NC2=C(N=C(N=C2N1C3C(C(C(O3)CO)O)F)Cl)N. Drug 2: C#CCC(CC1=CN=C2C(=N1)C(=NC(=N2)N)N)C3=CC=C(C=C3)C(=O)NC(CCC(=O)O)C(=O)O. Cell line: MDA-MB-231. Synergy scores: CSS=0.0440, Synergy_ZIP=-1.63, Synergy_Bliss=-4.36, Synergy_Loewe=-3.33, Synergy_HSA=-3.99.